Predict the reactants needed to synthesize the given product. From a dataset of Full USPTO retrosynthesis dataset with 1.9M reactions from patents (1976-2016). (1) Given the product [Cl:10][C:8]1[C:7]([CH3:11])=[C:6]([CH:12]2[CH2:17][NH:16][C:15](=[O:18])[CH2:14][O:13]2)[C:5]([O:19][CH3:20])=[C:4]([CH:1]([OH:3])[CH3:2])[CH:9]=1, predict the reactants needed to synthesize it. The reactants are: [C:1]([C:4]1[C:5]([O:19][CH3:20])=[C:6]([CH:12]2[CH2:17][NH:16][C:15](=[O:18])[CH2:14][O:13]2)[C:7]([CH3:11])=[C:8]([Cl:10])[CH:9]=1)(=[O:3])[CH3:2].[BH4-].[Na+]. (2) Given the product [F:33][C:34]1[CH:39]=[C:38]([N:40]2[CH2:41][CH2:42][O:43][CH2:44][CH2:45]2)[CH:37]=[CH:36][C:35]=1[NH:46][C:22]1[CH:21]=[C:20]([C:18]2[N:19]=[C:14]([N:11]3[CH2:12][CH2:13][NH:8][CH2:9][CH2:10]3)[C:15]3[C:30]([O:31][CH3:32])=[CH:29][N:28]=[CH:27][C:16]=3[N:17]=2)[CH:25]=[CH:24][N:23]=1, predict the reactants needed to synthesize it. The reactants are: C(OC([N:8]1[CH2:13][CH2:12][N:11]([C:14]2[C:15]3[C:30]([O:31][CH3:32])=[CH:29][N:28]=[CH:27][C:16]=3[N:17]=[C:18]([C:20]3[CH:25]=[CH:24][N:23]=[C:22](Cl)[CH:21]=3)[N:19]=2)[CH2:10][CH2:9]1)=O)(C)(C)C.[F:33][C:34]1[CH:39]=[C:38]([N:40]2[CH2:45][CH2:44][O:43][CH2:42][CH2:41]2)[CH:37]=[CH:36][C:35]=1[NH2:46]. (3) The reactants are: C(OC([N:8]1[CH2:13][CH2:12][N:11]([C:14]2[C:18]([Cl:19])=[N:17][S:16][N:15]=2)[CH2:10][CH2:9]1)=O)(C)(C)C. Given the product [ClH:19].[Cl:19][C:18]1[C:14]([N:11]2[CH2:10][CH2:9][NH:8][CH2:13][CH2:12]2)=[N:15][S:16][N:17]=1, predict the reactants needed to synthesize it. (4) Given the product [Br:14][CH2:15][B:1]1[O:6][C:7]([CH3:8])([CH3:9])[C:11]([CH3:12])([CH3:13])[O:10]1, predict the reactants needed to synthesize it. The reactants are: [B:1]([O:10][CH:11]([CH3:13])[CH3:12])([O:6][CH:7]([CH3:9])[CH3:8])OC(C)C.[Br:14][CH2:15]Br.C([Li])CCC.CS(O)(=O)=O.OC(C(O)(C)C)(C)C. (5) Given the product [CH3:35][N:2]([CH3:1])[C:3](=[O:34])[O:4][CH:5]([C:12]1[N:13]([CH3:33])[C:14]([C:23]2[S:24][C:25]3[N:26]=[CH:27][N:28]=[C:29]([NH2:32])[C:30]=3[N:31]=2)=[C:15]([C:17]2[CH:22]=[CH:21][CH:20]=[CH:19][CH:18]=2)[N:16]=1)[CH:6]1[CH2:7][CH2:11]1, predict the reactants needed to synthesize it. The reactants are: [CH3:1][N:2]([CH3:35])[C:3](=[O:34])[O:4][CH:5]([C:12]1[N:13]([CH3:33])[C:14]([C:23]2[S:24][C:25]3[N:26]=[CH:27][N:28]=[C:29]([NH2:32])[C:30]=3[N:31]=2)=[C:15]([C:17]2[CH:22]=[CH:21][CH:20]=[CH:19][CH:18]=2)[N:16]=1)[C:6]1[CH:11]=CC=C[CH:7]=1.C1(C=O)CC1. (6) Given the product [NH2:24][C:25]1[N:15]([CH2:16][CH2:17][C:18]([NH2:20])=[O:19])[C:12]2[CH:13]=[CH:14][C:9]([C:7]([CH:1]3[CH2:6][CH2:5][CH2:4][CH2:3][CH2:2]3)=[O:8])=[CH:10][C:11]=2[N:21]=1, predict the reactants needed to synthesize it. The reactants are: [CH:1]1([C:7]([C:9]2[CH:14]=[CH:13][C:12]([NH:15][CH2:16][CH2:17][C:18]([NH2:20])=[O:19])=[C:11]([N+:21]([O-])=O)[CH:10]=2)=[O:8])[CH2:6][CH2:5][CH2:4][CH2:3][CH2:2]1.[N:24]#[C:25]Br. (7) Given the product [Cl:1][C:2]1[CH:3]=[C:4]([CH3:22])[C:5]([N:8]([CH2:24][C:25]2[CH:30]=[CH:29][C:28]([N:31]3[CH2:35][CH2:34][CH2:33][C:32]3=[O:36])=[CH:27][CH:26]=2)[S:9]([C:12]2[CH:13]=[CH:14][C:15]([C:16]([O:18][CH3:19])=[O:17])=[CH:20][CH:21]=2)(=[O:11])=[O:10])=[N:6][CH:7]=1, predict the reactants needed to synthesize it. The reactants are: [Cl:1][C:2]1[CH:3]=[C:4]([CH3:22])[C:5]([NH:8][S:9]([C:12]2[CH:21]=[CH:20][C:15]([C:16]([O:18][CH3:19])=[O:17])=[CH:14][CH:13]=2)(=[O:11])=[O:10])=[N:6][CH:7]=1.Br[CH2:24][C:25]1[CH:30]=[CH:29][C:28]([N:31]2[CH2:35][CH2:34][CH2:33][C:32]2=[O:36])=[CH:27][CH:26]=1. (8) Given the product [C:25]([C:28]1[CH:29]=[CH:30][C:31]([NH:48][CH2:49][CH3:50])=[C:32]([N:34]=[C:35]2[N:39]([CH2:40][C:41]3[CH:42]=[CH:43][CH:44]=[CH:45][CH:46]=3)[C:38](=[O:47])[C:37](=[C:14]3[CH:15]=[CH:16][C:17]4[C:22](=[CH:21][CH:20]=[CH:19][CH:18]=4)[N:13]3[CH3:12])[S:36]2)[CH:33]=1)(=[O:27])[CH3:26], predict the reactants needed to synthesize it. The reactants are: C1(C)C=CC(S([O-])(=O)=O)=CC=1.[CH3:12][N+:13]1[C:22]2[C:17](=[CH:18][CH:19]=[CH:20][CH:21]=2)[CH:16]=[CH:15][C:14]=1SC.[C:25]([C:28]1[CH:29]=[CH:30][C:31]([NH:48][CH2:49][CH3:50])=[C:32]([N:34]=[C:35]2[N:39]([CH2:40][C:41]3[CH:46]=[CH:45][CH:44]=[CH:43][CH:42]=3)[C:38](=[O:47])[CH2:37][S:36]2)[CH:33]=1)(=[O:27])[CH3:26]. (9) Given the product [NH2:10][C:11]1[N:12]=[C:13]([C:28]2[CH:29]=[CH:30][CH:31]=[CH:32][CH:33]=2)[C:14]([C:18]2[CH:19]=[CH:20][C:21](=[O:27])[N:22]([CH:24]([CH3:26])[CH3:25])[CH:23]=2)=[N:15][C:16]=1[S:9][C:3]1[CH:8]=[CH:7][CH:6]=[CH:5][CH:4]=1, predict the reactants needed to synthesize it. The reactants are: [H-].[Na+].[C:3]1([SH:9])[CH:8]=[CH:7][CH:6]=[CH:5][CH:4]=1.[NH2:10][C:11]1[N:12]=[C:13]([C:28]2[CH:33]=[CH:32][CH:31]=[CH:30][CH:29]=2)[C:14]([C:18]2[CH:19]=[CH:20][C:21](=[O:27])[N:22]([CH:24]([CH3:26])[CH3:25])[CH:23]=2)=[N:15][C:16]=1Br.CCOC(C)=O.